The task is: Predict the reactants needed to synthesize the given product.. This data is from Retrosynthesis with 50K atom-mapped reactions and 10 reaction types from USPTO. (1) Given the product C=C(C)C(=O)NCC(OC)OC, predict the reactants needed to synthesize it. The reactants are: C=C(C)C(=O)O.COC(CN)OC. (2) Given the product CSc1nc(Nc2ccccc2Cl)c(C=O)c(-c2ccccc2F)n1, predict the reactants needed to synthesize it. The reactants are: CSc1nc(Cl)c(C=O)c(Nc2ccccc2Cl)n1.OB(O)c1ccccc1F. (3) Given the product O=C(Nc1ccn(Cc2cc(Oc3ccccc3)ccc2C(F)(F)F)n1)c1c(F)cccc1F, predict the reactants needed to synthesize it. The reactants are: FC(F)(F)c1ccc(Oc2ccccc2)cc1CBr.O=C(Nc1cc[nH]n1)c1c(F)cccc1F. (4) Given the product OC[C@H]1NCC[C@@H]1c1ccccc1, predict the reactants needed to synthesize it. The reactants are: O=C(O)[C@H]1NCC[C@@H]1c1ccccc1. (5) Given the product O=CC12CC3CC(C1)CC(NC(=O)c1cccc(Cl)c1)(C3)C2, predict the reactants needed to synthesize it. The reactants are: O=C(NC12CC3CC(CC(CO)(C3)C1)C2)c1cccc(Cl)c1. (6) Given the product C[C@H](Nc1cc(C(=O)OC(C)(C)C)nc(-c2ccc(Oc3ccc(F)cc3)cc2)n1)C(N)=O, predict the reactants needed to synthesize it. The reactants are: CC1(C)OB(c2ccc(Oc3ccc(F)cc3)cc2)OC1(C)C.C[C@H](Nc1cc(C(=O)OC(C)(C)C)nc(Cl)n1)C(N)=O. (7) Given the product CCOC(=O)C(=NOC(=O)OC(C)(C)C)C(C)=O, predict the reactants needed to synthesize it. The reactants are: CCOC(=O)C(=NO)C(C)=O.CCOC(=O)C(=NOC(=O)Cl)C(C)=O. (8) The reactants are: CC(C)c1cc(C(C)C)c(O)c(C(C)C)c1.O=C(O)CBr. Given the product CC(C)c1cc(C(C)C)c(OCC(=O)O)c(C(C)C)c1, predict the reactants needed to synthesize it. (9) Given the product Nc1cc(S(=O)(=O)c2ccccc2)ccc1O, predict the reactants needed to synthesize it. The reactants are: O=[N+]([O-])c1cc(S(=O)(=O)c2ccccc2)ccc1O. (10) Given the product COC(=O)C1=C2Nc3ccccc3C23CCN(Cc2ccccc2)C3C(CC(C)(C)CO)C1, predict the reactants needed to synthesize it. The reactants are: COC(=O)C1=C2Nc3ccccc3C23CCN(Cc2ccccc2)C3C(CC(C)(C)CO[Si](C)(C)C(C)(C)C)C1.